From a dataset of Full USPTO retrosynthesis dataset with 1.9M reactions from patents (1976-2016). Predict the reactants needed to synthesize the given product. (1) Given the product [NH2:7][C:8]1([C:12]2[CH:13]=[CH:14][C:15]([C:18]3[C:19]([C:33]4[CH:34]=[CH:35][CH:36]=[CH:37][CH:38]=4)=[CH:20][C:21]4[N:26]([CH2:27][C:28](=[O:30])[CH3:29])[C:25](=[O:31])[CH2:24][O:23][C:22]=4[N:32]=3)=[CH:16][CH:17]=2)[CH2:11][CH2:10][CH2:9]1, predict the reactants needed to synthesize it. The reactants are: C(OC(=O)[NH:7][C:8]1([C:12]2[CH:17]=[CH:16][C:15]([C:18]3[C:19]([C:33]4[CH:38]=[CH:37][CH:36]=[CH:35][CH:34]=4)=[CH:20][C:21]4[N:26]([CH2:27][C:28](=[O:30])[CH3:29])[C:25](=[O:31])[CH2:24][O:23][C:22]=4[N:32]=3)=[CH:14][CH:13]=2)[CH2:11][CH2:10][CH2:9]1)(C)(C)C.[H-].[Na+].ClCC(=O)C.[NH4+].[Cl-]. (2) Given the product [CH3:1][N:2]1[CH:6]=[CH:5][C:4]([NH:7][C:8]([C:10]2[C:15]([NH:16][C:17]3[CH:22]=[CH:21][N:28]=[C:27]([Cl:31])[CH:18]=3)=[CH:14][CH:13]=[C:12]([CH3:23])[N:11]=2)=[O:9])=[N:3]1, predict the reactants needed to synthesize it. The reactants are: [CH3:1][N:2]1[CH:6]=[CH:5][C:4]([NH:7][C:8]([C:10]2[C:15]([NH:16][C:17]3[CH:18]=NC=[CH:21][CH:22]=3)=[CH:14][CH:13]=[C:12]([CH3:23])[N:11]=2)=[O:9])=[N:3]1.BrC1C=C[N:28]=[C:27]([Cl:31])C=1. (3) Given the product [C:1]([O:5][C:6]([N:8]1[CH2:9][C:10]([CH2:15][CH:14]=[CH2:13])([OH:12])[CH2:11]1)=[O:7])([CH3:4])([CH3:2])[CH3:3], predict the reactants needed to synthesize it. The reactants are: [C:1]([O:5][C:6]([N:8]1[CH2:11][C:10](=[O:12])[CH2:9]1)=[O:7])([CH3:4])([CH3:3])[CH3:2].[CH2:13]([Mg]Br)[CH:14]=[CH2:15]. (4) Given the product [Cl:1][C:2]1[CH:7]=[CH:6][C:5]([CH:8]([N:14]([C:15]2[CH:16]=[C:17]([CH3:25])[C:18]3[N:19]([C:21]([CH3:24])=[N:22][N:23]=3)[CH:20]=2)[C:31](=[O:37])[CH2:30][C:29]([CH:26]2[CH2:28][CH2:27]2)=[O:38])[C:9]([O:11][CH2:12][CH3:13])=[O:10])=[CH:4][CH:3]=1, predict the reactants needed to synthesize it. The reactants are: [Cl:1][C:2]1[CH:7]=[CH:6][C:5]([CH:8]([NH:14][C:15]2[CH:16]=[C:17]([CH3:25])[C:18]3[N:19]([C:21]([CH3:24])=[N:22][N:23]=3)[CH:20]=2)[C:9]([O:11][CH2:12][CH3:13])=[O:10])=[CH:4][CH:3]=1.[CH:26]1([C:29](=[O:38])[CH2:30][C:31](=[O:37])SC(C)(C)C)[CH2:28][CH2:27]1. (5) The reactants are: [CH:1]1([NH:4][C@H:5]2[CH2:10][CH2:9][CH2:8][N:7]([C:11]([O:13][C:14]([CH3:17])([CH3:16])[CH3:15])=[O:12])[CH2:6]2)[CH2:3][CH2:2]1.[C:18](=O)([O:27]N1C(=O)CCC1=O)[O:19][CH2:20][C:21]1[CH:26]=[CH:25][CH:24]=[CH:23][CH:22]=1. Given the product [CH2:20]([O:19][C:18]([N:4]([CH:1]1[CH2:2][CH2:3]1)[C@H:5]1[CH2:10][CH2:9][CH2:8][N:7]([C:11]([O:13][C:14]([CH3:17])([CH3:16])[CH3:15])=[O:12])[CH2:6]1)=[O:27])[C:21]1[CH:26]=[CH:25][CH:24]=[CH:23][CH:22]=1, predict the reactants needed to synthesize it. (6) Given the product [CH2:42]([NH:43][C:6]([N:8]1[CH2:12][C@@H:11]([C:13]2[C:21]3[C:16](=[CH:17][CH:18]=[CH:19][CH:20]=3)[NH:15][CH:14]=2)[C@H:10]([C:22]2[C:32]3=[C:25]4[C:26](=[CH:27][CH:28]=[CH:33]3)[CH2:40][CH2:39][CH2:50][N:24]4[CH:23]=2)[CH2:9]1)=[O:5])[CH3:41], predict the reactants needed to synthesize it. The reactants are: C([O:5][C:6]([N:8]1[CH2:12][C@@H:11]([C:13]2[C:21]3[C:16](=[CH:17][CH:18]=[CH:19][CH:20]=3)[NH:15][CH:14]=2)[C@H:10]([C:22]2[C:32]3=[C:33]4[C:28](=CC=C3)[CH2:27][CH2:26][CH2:25][N:24]4[CH:23]=2)[CH2:9]1)=O)(C)(C)C.Cl.O1[CH2:40][CH2:39]OCC1.[CH3:41][CH2:42][N:43](C(C)C)C(C)C.[CH2:50](Cl)Cl. (7) Given the product [CH:30]1([C:28]([NH:27][C:26]2[C:20]3[C:21](=[N:22][CH:23]=[C:18]([O:17][CH2:15][CH3:16])[C:19]=3[N:1]3[CH2:6][CH2:5][CH2:4][C@@H:3]([NH:7][C:8](=[O:14])[O:9][C:10]([CH3:11])([CH3:13])[CH3:12])[CH2:2]3)[NH:24][CH:25]=2)=[O:29])[CH2:31][CH2:32]1, predict the reactants needed to synthesize it. The reactants are: [NH:1]1[CH2:6][CH2:5][CH2:4][C@@H:3]([NH:7][C:8](=[O:14])[O:9][C:10]([CH3:13])([CH3:12])[CH3:11])[CH2:2]1.[CH2:15]([O:17][C:18]1[C:19](F)=[C:20]2[C:26]([NH:27][C:28]([CH:30]3[CH2:32][CH2:31]3)=[O:29])=[CH:25][NH:24][C:21]2=[N:22][CH:23]=1)[CH3:16]. (8) Given the product [CH3:21][O:20][CH2:25][O:19][C:9]1([OH:26])[CH2:8][CH:7]2[N:13]([CH2:14][C:15]([O:17][CH3:18])=[O:16])[CH:11]([CH2:12][CH:5]([C:3]([O:2][CH3:1])=[O:4])[CH2:6]2)[CH2:10]1, predict the reactants needed to synthesize it. The reactants are: [CH3:1][O:2][C:3]([CH:5]1[CH2:12][CH:11]2[N:13]([CH2:14][C:15]([O:17][CH3:18])=[O:16])[CH:7]([CH2:8][CH:9]([OH:19])[CH2:10]2)[CH2:6]1)=[O:4].[O:20]1[CH:25]=CCC[CH2:21]1.[O:26]1CCCCC1OC1CCCCO1.COCOC. (9) Given the product [CH2:9]([O:10][CH:11]1[C:12]([CH3:13])=[CH:3][C:2](=[O:6])[O:1]1)[CH3:8], predict the reactants needed to synthesize it. The reactants are: [OH:1][CH:2]([OH:6])[C:3](O)=O.N1[CH2:12][CH2:11][O:10][CH2:9][CH2:8]1.[CH:13](=O)CC.Cl. (10) Given the product [CH3:11][C:6]1[CH:5]=[C:4]([CH3:12])[N:3]=[C:2]([NH:13][C:14]2[CH:15]=[CH:16][C:17]([CH2:20][C@@H:21]([OH:23])[CH3:22])=[CH:18][CH:19]=2)[C:7]=1[N+:8]([O-:10])=[O:9], predict the reactants needed to synthesize it. The reactants are: Cl[C:2]1[C:7]([N+:8]([O-:10])=[O:9])=[C:6]([CH3:11])[CH:5]=[C:4]([CH3:12])[N:3]=1.[NH2:13][C:14]1[CH:19]=[CH:18][C:17]([CH2:20][C@@H:21]([OH:23])[CH3:22])=[CH:16][CH:15]=1.